This data is from Catalyst prediction with 721,799 reactions and 888 catalyst types from USPTO. The task is: Predict which catalyst facilitates the given reaction. (1) Reactant: [NH2:1][C:2]1[CH:7]=[CH:6][C:5]([C:8]2[N:13]=[C:12]([N:14]3[CH2:19][CH2:18][O:17][CH2:16][CH2:15]3)[C:11]3=[CH:20][C:21]([CH2:23][N:24]([CH3:26])[CH3:25])=[CH:22][N:10]3[N:9]=2)=[CH:4][CH:3]=1.[CH2:27]([N:29]=[C:30]=[O:31])[CH3:28]. Product: [CH2:27]([NH:29][C:30]([NH:1][C:2]1[CH:7]=[CH:6][C:5]([C:8]2[N:13]=[C:12]([N:14]3[CH2:15][CH2:16][O:17][CH2:18][CH2:19]3)[C:11]3=[CH:20][C:21]([CH2:23][N:24]([CH3:26])[CH3:25])=[CH:22][N:10]3[N:9]=2)=[CH:4][CH:3]=1)=[O:31])[CH3:28]. The catalyst class is: 4. (2) Reactant: CON(C)[C:4]([C:6]1[CH:11]=[CH:10][N:9]=[C:8]([CH2:12][NH:13][C:14]([C:16]2[CH:25]=[C:24]([CH3:26])[C:23]3[C:18](=[C:19]([C:30]([F:33])([F:32])[F:31])[CH:20]=[C:21]([CH:27]4[CH2:29][CH2:28]4)[CH:22]=3)[N:17]=2)=[O:15])[CH:7]=1)=[O:5].CN1CCOCC1.ClC(OCC(C)C)=O.[NH4+].[OH-].Cl. Product: [CH:4]([C:6]1[CH:11]=[CH:10][N:9]=[C:8]([CH2:12][NH:13][C:14]([C:16]2[CH:25]=[C:24]([CH3:26])[C:23]3[C:18](=[C:19]([C:30]([F:32])([F:33])[F:31])[CH:20]=[C:21]([CH:27]4[CH2:28][CH2:29]4)[CH:22]=3)[N:17]=2)=[O:15])[CH:7]=1)=[O:5]. The catalyst class is: 20. (3) Reactant: [Cl:1][C:2]1[CH:3]=[N+:4]([O-])[C:5]([CH3:12])=[C:6]([CH:11]=1)[C:7]([O:9]C)=[O:8].FC(F)(F)C(O)=O. Product: [Cl:1][C:2]1[CH:11]=[C:6]2[C:7](=[O:8])[O:9][CH2:12][C:5]2=[N:4][CH:3]=1. The catalyst class is: 4. (4) Reactant: O.[NH2:2][NH2:3].C(O)(=O)C.[C:8]([CH:10]([C:19]([C:21]1[CH:26]=[CH:25][C:24]([O:27][CH3:28])=[CH:23][CH:22]=1)=O)[CH2:11][C:12]([N:14]([CH2:17][CH3:18])[CH2:15][CH3:16])=[O:13])#[N:9]. Product: [NH2:9][C:8]1[C:10]([CH2:11][C:12]([N:14]([CH2:17][CH3:18])[CH2:15][CH3:16])=[O:13])=[C:19]([C:21]2[CH:26]=[CH:25][C:24]([O:27][CH3:28])=[CH:23][CH:22]=2)[NH:3][N:2]=1. The catalyst class is: 14. (5) Reactant: [F:1][C:2]1[CH:10]=[C:9]2[C:5]([CH:6]=[C:7]([C:21]3[CH:25]=[CH:24][S:23][CH:22]=3)[N:8]2[CH2:11][C:12]2[N:17]=[C:16]([C:18]([NH2:20])=O)[CH:15]=[CH:14][CH:13]=2)=[CH:4][C:3]=1[O:26][CH3:27].P(Cl)(Cl)(Cl)=O. Product: [F:1][C:2]1[CH:10]=[C:9]2[C:5]([CH:6]=[C:7]([C:21]3[CH:25]=[CH:24][S:23][CH:22]=3)[N:8]2[CH2:11][C:12]2[N:17]=[C:16]([C:18]#[N:20])[CH:15]=[CH:14][CH:13]=2)=[CH:4][C:3]=1[O:26][CH3:27]. The catalyst class is: 9. (6) Reactant: [NH2:1][C:2]1[CH:6]=[CH:5][N:4]([C:7]2[CH:12]=[CH:11][C:10]([Br:13])=[CH:9][CH:8]=2)[C:3]=1[C:14]([O:16][CH2:17][CH3:18])=[O:15].C(N(CC)CC)C.Cl[C:27](=[O:34])[CH2:28][C:29]([O:31][CH2:32][CH3:33])=[O:30]. Product: [Br:13][C:10]1[CH:9]=[CH:8][C:7]([N:4]2[CH:5]=[CH:6][C:2]([NH:1][C:27](=[O:34])[CH2:28][C:29]([O:31][CH2:32][CH3:33])=[O:30])=[C:3]2[C:14]([O:16][CH2:17][CH3:18])=[O:15])=[CH:12][CH:11]=1. The catalyst class is: 2.